This data is from Full USPTO retrosynthesis dataset with 1.9M reactions from patents (1976-2016). The task is: Predict the reactants needed to synthesize the given product. (1) Given the product [F:25][C:2]([F:24])([F:1])[C:3]1[CH:4]=[C:5]([NH:9][C:10]([N:12]2[CH2:18][CH2:17][CH2:16][CH2:15][C:14]3[CH:19]=[C:20]([O:23][C:31]4[CH:30]=[C:29]([Cl:34])[N:28]=[C:27]([NH2:26])[N:32]=4)[CH:21]=[CH:22][C:13]2=3)=[O:11])[CH:6]=[CH:7][CH:8]=1, predict the reactants needed to synthesize it. The reactants are: [F:1][C:2]([F:25])([F:24])[C:3]1[CH:4]=[C:5]([NH:9][C:10]([N:12]2[CH2:18][CH2:17][CH2:16][CH2:15][C:14]3[CH:19]=[C:20]([OH:23])[CH:21]=[CH:22][C:13]2=3)=[O:11])[CH:6]=[CH:7][CH:8]=1.[NH2:26][C:27]1[N:32]=[C:31](Cl)[CH:30]=[C:29]([Cl:34])[N:28]=1.[OH-].[Na+].CCOC(C)=O. (2) Given the product [CH3:34][N:19]1[C:18]([CH2:17][O:16][C:13]2[CH:14]=[C:15]3[C:10]([CH:9]=[CH:8][N:7]3[CH:5]([CH3:6])[C:4]([OH:35])=[O:3])=[CH:11][CH:12]=2)=[CH:22][C:21]([C:23]2[CH:28]=[CH:27][C:26]([O:29][C:30]([F:32])([F:33])[F:31])=[CH:25][CH:24]=2)=[N:20]1, predict the reactants needed to synthesize it. The reactants are: C([O:3][C:4](=[O:35])[CH:5]([N:7]1[C:15]2[C:10](=[CH:11][CH:12]=[C:13]([O:16][CH2:17][C:18]3[N:19]([CH3:34])[N:20]=[C:21]([C:23]4[CH:28]=[CH:27][C:26]([O:29][C:30]([F:33])([F:32])[F:31])=[CH:25][CH:24]=4)[CH:22]=3)[CH:14]=2)[CH:9]=[CH:8]1)[CH3:6])C.[Li+].[OH-]. (3) Given the product [NH:1]1[C:5]2=[N:6][CH:7]=[CH:8][CH:9]=[C:4]2[C:3]([C:10]2[S:14][C:13]([C:15]([OH:17])=[O:16])=[CH:12][CH:11]=2)=[CH:2]1, predict the reactants needed to synthesize it. The reactants are: [NH:1]1[C:5]2=[N:6][CH:7]=[CH:8][CH:9]=[C:4]2[C:3]([C:10]2[S:14][C:13]([C:15]([O:17]CC)=[O:16])=[CH:12][CH:11]=2)=[CH:2]1.[OH-].[Na+].C(O)(=O)CC(CC(O)=O)(C(O)=O)O. (4) The reactants are: [NH2:1][C:2]1[O:6][N:5]=[C:4]([CH3:7])[C:3]=1[Br:8].[CH3:9][O:10][C:11]1[CH:12]=[C:13]([S:19](Cl)(=[O:21])=[O:20])[CH:14]=[CH:15][C:16]=1[O:17][CH3:18]. Given the product [CH3:9][O:10][C:11]1[CH:12]=[C:13]([S:19]([NH:1][C:2]2[O:6][N:5]=[C:4]([CH3:7])[C:3]=2[Br:8])(=[O:20])=[O:21])[CH:14]=[CH:15][C:16]=1[O:17][CH3:18], predict the reactants needed to synthesize it. (5) Given the product [N:47]1([C:52]2[CH:60]=[CH:59][C:58]([C:61]([F:62])([F:64])[F:63])=[CH:57][C:53]=2[C:54]([NH:44][C@H:40]2[CH2:41][CH2:42][CH2:43][C@@H:39]2[NH:38][C:35]2[CH:34]=[N:33][C:32]([C:31]([F:30])([F:45])[F:46])=[CH:37][N:36]=2)=[O:55])[CH:51]=[CH:50][N:49]=[N:48]1, predict the reactants needed to synthesize it. The reactants are: COC1C=CC(C)=CC=1C(N[C@H]1CCC[C@@H]1NC1C=NC(C(F)(F)F)=CN=1)=O.Cl.[F:30][C:31]([F:46])([F:45])[C:32]1[N:33]=[CH:34][C:35]([NH:38][C@H:39]2[CH2:43][CH2:42][CH2:41][C@@H:40]2[NH2:44])=[N:36][CH:37]=1.[N:47]1([C:52]2[CH:60]=[CH:59][C:58]([C:61]([F:64])([F:63])[F:62])=[CH:57][C:53]=2[C:54](O)=[O:55])[CH:51]=[CH:50][N:49]=[N:48]1. (6) Given the product [ClH:1].[NH2:21][C@@H:13]([CH2:14][C:15]1[CH:20]=[CH:19][CH:18]=[CH:17][CH:16]=1)[C:12]([N:11]([C:9]1[CH:8]=[CH:7][C:6]2[S:2][CH:3]=[N:4][C:5]=2[CH:10]=1)[CH3:30])=[O:29], predict the reactants needed to synthesize it. The reactants are: [ClH:1].[S:2]1[C:6]2[CH:7]=[CH:8][C:9]([N:11]([CH3:30])[C:12](=[O:29])[C@@H:13]([NH:21]C(=O)OC(C)(C)C)[CH2:14][C:15]3[CH:20]=[CH:19][CH:18]=[CH:17][CH:16]=3)=[CH:10][C:5]=2[N:4]=[CH:3]1.